From a dataset of Peptide-MHC class II binding affinity with 134,281 pairs from IEDB. Regression. Given a peptide amino acid sequence and an MHC pseudo amino acid sequence, predict their binding affinity value. This is MHC class II binding data. (1) The peptide sequence is VASRKASNTILPLMA. The MHC is DRB3_0202 with pseudo-sequence DRB3_0202. The binding affinity (normalized) is 0. (2) The peptide sequence is NESATILMTATPPGT. The MHC is DRB1_0404 with pseudo-sequence DRB1_0404. The binding affinity (normalized) is 0.678. (3) The peptide sequence is SPTEFTSISSNSGNL. The MHC is DRB1_1501 with pseudo-sequence DRB1_1501. The binding affinity (normalized) is 0.405.